Dataset: Reaction yield outcomes from USPTO patents with 853,638 reactions. Task: Predict the reaction yield, written as a fraction of the theoretical maximum amount of product (1.0 means a 100% yield; for example, 0.34 means a 34% yield). The reactants are [OH:1][C:2]1[CH:9]=[CH:8][C:5]([CH2:6][OH:7])=[CH:4][CH:3]=1.C(=O)([O-])[O-].[K+].[K+].Cl[CH2:17][C:18](=[O:20])[CH3:19]. The catalyst is CC(C)=O. The product is [OH:7][CH2:6][C:5]1[CH:8]=[CH:9][C:2]([O:1][CH2:17][C:18](=[O:20])[CH3:19])=[CH:3][CH:4]=1. The yield is 0.980.